Predict the reactants needed to synthesize the given product. From a dataset of Full USPTO retrosynthesis dataset with 1.9M reactions from patents (1976-2016). (1) Given the product [CH:11]([C:14]1[CH:19]=[CH:18][C:17]([S:20][CH:8]([CH2:7][C:1]2[CH:6]=[CH:5][CH:4]=[CH:3][CH:2]=2)[CH:9]=[O:10])=[CH:16][CH:15]=1)([CH3:13])[CH3:12], predict the reactants needed to synthesize it. The reactants are: [C:1]1([C:7]#[C:8][CH2:9][OH:10])[CH:6]=[CH:5][CH:4]=[CH:3][CH:2]=1.[CH:11]([C:14]1[CH:19]=[CH:18][C:17]([SH:20])=[CH:16][CH:15]=1)([CH3:13])[CH3:12].C1(CC(SC2C=CC=CC=2)C(=O)C)C=CC=CC=1. (2) Given the product [Cl:1][C:2]1[CH:27]=[CH:26][C:5]2[NH:6][C:7]([C:9]3([CH2:24][NH2:25])[CH2:10][CH2:11][N:12]([C:15]4[N:23]=[CH:22][N:21]=[C:20]5[C:16]=4[N:17]=[CH:18][NH:19]5)[CH2:13][CH2:14]3)=[N:8][C:4]=2[CH:3]=1, predict the reactants needed to synthesize it. The reactants are: [Cl:1][C:2]1[CH:27]=[CH:26][C:5]2[NH:6][C:7]([C:9]3([C:24]#[N:25])[CH2:14][CH2:13][N:12]([C:15]4[N:23]=[CH:22][N:21]=[C:20]5[C:16]=4[N:17]=[CH:18][NH:19]5)[CH2:11][CH2:10]3)=[N:8][C:4]=2[CH:3]=1. (3) Given the product [N+:9]([C:12]1[CH:13]=[CH:14][C:15]([CH:16]([C:7]2[N:6]=[C:5]([CH2:28][CH2:27][CH3:31])[NH:4][CH:8]=2)[OH:17])=[CH:18][CH:19]=1)([O-:11])=[O:10], predict the reactants needed to synthesize it. The reactants are: C([N:4]1[CH:8]=[CH:7][N:6]=[CH:5]1)CC.[N+:9]([C:12]1[CH:19]=[CH:18][C:15]([CH:16]=[O:17])=[CH:14][CH:13]=1)([O-:11])=[O:10].Cl.C(=O)([O-])[O-].[K+].[K+].[CH2:27]1[CH2:31]OC[CH2:28]1.